Dataset: Full USPTO retrosynthesis dataset with 1.9M reactions from patents (1976-2016). Task: Predict the reactants needed to synthesize the given product. (1) The reactants are: C1(=O)NC(=O)CC1.[C:8]([OH:27])(=O)[CH2:9][CH2:10][CH2:11][CH2:12][CH2:13][CH2:14][CH2:15]/[CH:16]=[CH:17]\[CH2:18][CH2:19][CH2:20][CH2:21][CH2:22][CH2:23][CH2:24][CH3:25].[NH2:28][CH2:29][CH:30]([OH:33])[CH2:31][OH:32]. Given the product [OH:33][CH:30]([CH2:31][OH:32])[CH2:29][NH:28][C:8](=[O:27])[CH2:9][CH2:10][CH2:11][CH2:12][CH2:13][CH2:14][CH2:15]/[CH:16]=[CH:17]\[CH2:18][CH2:19][CH2:20][CH2:21][CH2:22][CH2:23][CH2:24][CH3:25], predict the reactants needed to synthesize it. (2) The reactants are: [NH2:1][C:2]1[CH:7]=[CH:6][C:5]([F:8])=[CH:4][C:3]=1[NH:9][C:10]1[N:18]=[C:17]2[C:13]([NH:14][C:15](=[O:30])[N:16]2[C@H:19]2[C:28]3[C:23](=[C:24]([F:29])[CH:25]=[CH:26][CH:27]=3)[O:22][CH2:21][CH2:20]2)=[C:12]([Cl:31])[N:11]=1.[CH3:32]OC(OC)OC.CS(O)(=O)=O. Given the product [Cl:31][C:12]1[N:11]=[C:10]([N:9]2[C:3]3[CH:4]=[C:5]([F:8])[CH:6]=[CH:7][C:2]=3[N:1]=[CH:32]2)[N:18]=[C:17]2[C:13]=1[NH:14][C:15](=[O:30])[N:16]2[C@H:19]1[C:28]2[C:23](=[C:24]([F:29])[CH:25]=[CH:26][CH:27]=2)[O:22][CH2:21][CH2:20]1, predict the reactants needed to synthesize it.